Predict the reactants needed to synthesize the given product. From a dataset of Full USPTO retrosynthesis dataset with 1.9M reactions from patents (1976-2016). (1) The reactants are: [OH:1][C:2]1[CH:3]=[C:4]([CH:8]=[CH:9][C:10]=1[N+:11]([O-:13])=[O:12])[C:5]([OH:7])=[O:6].[CH2:14](O)[C:15]1[CH:20]=[CH:19][CH:18]=[CH:17][CH:16]=1.C1(C)C=CC(S(O)(=O)=O)=CC=1.C(OCC)(=O)C. Given the product [OH:1][C:2]1[CH:3]=[C:4]([CH:8]=[CH:9][C:10]=1[N+:11]([O-:13])=[O:12])[C:5]([O:7][CH2:14][C:15]1[CH:20]=[CH:19][CH:18]=[CH:17][CH:16]=1)=[O:6], predict the reactants needed to synthesize it. (2) Given the product [C:15]1([CH:14]([C:21]2[CH:26]=[CH:25][CH:24]=[CH:23][CH:22]=2)[CH2:13][NH:12][C:10]2[C:9]3[C:4](=[CH:5][CH:6]=[CH:7][CH:8]=3)[N:3]=[C:2]([C:35]3[CH:40]=[N:39][C:38]([NH:41][C:42](=[O:48])[O:43][C:44]([CH3:46])([CH3:45])[CH3:47])=[N:37][CH:36]=3)[N:11]=2)[CH:20]=[CH:19][CH:18]=[CH:17][CH:16]=1, predict the reactants needed to synthesize it. The reactants are: Cl[C:2]1[N:11]=[C:10]([NH:12][CH2:13][CH:14]([C:21]2[CH:26]=[CH:25][CH:24]=[CH:23][CH:22]=2)[C:15]2[CH:20]=[CH:19][CH:18]=[CH:17][CH:16]=2)[C:9]2[C:4](=[CH:5][CH:6]=[CH:7][CH:8]=2)[N:3]=1.CC1(C)C(C)(C)OB([C:35]2[CH:36]=[N:37][C:38]([NH:41][C:42](=[O:48])[O:43][C:44]([CH3:47])([CH3:46])[CH3:45])=[N:39][CH:40]=2)O1.C(NC1C2C(=CC=CC=2)N=C(C2SC3C=CC=CC=3C=2)N=1)(C1C=CC=CC=1)C1C=CC=CC=1. (3) Given the product [NH:3]1[C:11]2[C:6](=[CH:7][CH:8]=[CH:9][CH:10]=2)[C:5]([CH:12]2[CH2:17][CH2:16][CH:15]([NH:18][CH:19]([CH:23]3[CH2:24][CH2:25][N:26]([C:40](=[O:41])/[CH:39]=[CH:38]/[C:34]4[CH:33]=[C:32]5[C:37](=[CH:36][CH:35]=4)[CH2:29][CH2:30][CH2:31]5)[CH2:27][CH2:28]3)[C:20]([NH2:22])=[O:21])[CH2:14][CH2:13]2)=[CH:4]1, predict the reactants needed to synthesize it. The reactants are: Cl.Cl.[NH:3]1[C:11]2[C:6](=[CH:7][CH:8]=[CH:9][CH:10]=2)[C:5]([CH:12]2[CH2:17][CH2:16][CH:15]([NH:18][CH:19]([CH:23]3[CH2:28][CH2:27][NH:26][CH2:25][CH2:24]3)[C:20]([NH2:22])=[O:21])[CH2:14][CH2:13]2)=[CH:4]1.[CH2:29]1[C:37]2[C:32](=[CH:33][C:34](/[CH:38]=[CH:39]/[C:40](O)=[O:41])=[CH:35][CH:36]=2)[CH2:31][CH2:30]1. (4) Given the product [F:3][C:4]1[C:14]([F:15])=[C:13]([F:16])[CH:12]=[CH:11][C:5]=1[N:6]([CH:20]=[C:21]([C:22]([O:24][CH2:25][CH3:26])=[O:23])[C:27]([O:29][CH2:30][CH3:31])=[O:28])[C@@H:7]([CH3:10])[CH2:8][OH:9], predict the reactants needed to synthesize it. The reactants are: [OH-].[K+].[F:3][C:4]1[C:14]([F:15])=[C:13]([F:16])[CH:12]=[CH:11][C:5]=1[NH:6][C@@H:7]([CH3:10])[CH2:8][OH:9].C(O[CH:20]=[C:21]([C:27]([O:29][CH2:30][CH3:31])=[O:28])[C:22]([O:24][CH2:25][CH3:26])=[O:23])C.O. (5) Given the product [F:1][C:2]1[C:3]([C:9]2[C:17]3[C:12](=[N:13][CH:14]=[CH:15][CH:16]=3)[NH:11][N:10]=2)=[N:4][C:5]([N:22]2[CH2:23][CH2:24][N:19]([CH3:18])[CH2:20][CH2:21]2)=[CH:6][CH:7]=1, predict the reactants needed to synthesize it. The reactants are: [F:1][C:2]1[C:3]([C:9]2[C:17]3[C:12](=[N:13][CH:14]=[CH:15][CH:16]=3)[NH:11][N:10]=2)=[N:4][C:5](F)=[CH:6][CH:7]=1.[CH3:18][N:19]1[CH2:24][CH2:23][NH:22][CH2:21][CH2:20]1.CCN(C(C)C)C(C)C. (6) Given the product [CH2:2]([O:4][C:5]([C:7]1[CH:8]=[C:9]([C:13]2[C:14]([C:19]3[CH:24]=[C:23]([Cl:25])[CH:22]=[CH:21][C:20]=3[OH:26])=[CH:15][CH:16]=[CH:17][CH:18]=2)[CH:10]=[CH:11][CH:12]=1)=[O:6])[CH3:3], predict the reactants needed to synthesize it. The reactants are: Br.[CH2:2]([O:4][C:5]([C:7]1[CH:8]=[C:9]([C:13]2[C:14]([C:19]3[CH:24]=[C:23]([Cl:25])[CH:22]=[CH:21][C:20]=3[O:26]CC3C=CC=CC=3)=[CH:15][CH:16]=[CH:17][CH:18]=2)[CH:10]=[CH:11][CH:12]=1)=[O:6])[CH3:3]. (7) Given the product [CH3:22][C@H:18]([O:17][C:15]1[CH:14]=[C:4]([CH:3]=[C:2]([O:1][C:24]2[S:25][C:26]3[C:27](=[O:34])[NH:28][CH2:29][CH2:30][CH2:31][C:32]=3[N:33]=2)[CH:16]=1)[C:5]([NH:7][C:8]1[CH:12]=[CH:11][N:10]([CH3:13])[N:9]=1)=[O:6])[CH2:19][O:20][CH3:21], predict the reactants needed to synthesize it. The reactants are: [OH:1][C:2]1[CH:3]=[C:4]([CH:14]=[C:15]([O:17][C@@H:18]([CH3:22])[CH2:19][O:20][CH3:21])[CH:16]=1)[C:5]([NH:7][C:8]1[CH:12]=[CH:11][N:10]([CH3:13])[N:9]=1)=[O:6].Cl[C:24]1[S:25][C:26]2[C:27](=[O:34])[NH:28][CH2:29][CH2:30][CH2:31][C:32]=2[N:33]=1.C(=O)([O-])[O-].[Cs+].[Cs+].